Dataset: Catalyst prediction with 721,799 reactions and 888 catalyst types from USPTO. Task: Predict which catalyst facilitates the given reaction. (1) Reactant: Br[C:2]1[S:3][C:4]2[C:9]([Cl:10])=[N:8][C:7]([S:11][CH2:12][C:13]3[CH:18]=[CH:17][CH:16]=[C:15]([F:19])[C:14]=3[F:20])=[N:6][C:5]=2[N:21]=1.[OH-:22].[K+].[CH3:24]O. Product: [Cl:10][C:9]1[C:4]2[S:3][C:2]([O:22][CH3:24])=[N:21][C:5]=2[N:6]=[C:7]([S:11][CH2:12][C:13]2[CH:18]=[CH:17][CH:16]=[C:15]([F:19])[C:14]=2[F:20])[N:8]=1. The catalyst class is: 33. (2) Reactant: Cl[CH2:2][C:3]1[C:4]([C:16]2[CH:21]=[C:20]([F:22])[CH:19]=[CH:18][C:17]=2[O:23][CH3:24])=[CH:5][CH:6]=[C:7]2[C:12]=1[NH:11][C:10](=[O:13])[C:9]([CH3:15])([CH3:14])[NH:8]2.[CH3:25][C:26]1[S:30][C:29]([C:31]([OH:33])=[O:32])=[CH:28][CH:27]=1.C(=O)([O-])[O-].[K+].[K+].C(OCC)(=O)C. Product: [F:22][C:20]1[CH:19]=[CH:18][C:17]([O:23][CH3:24])=[C:16]([C:4]2[C:3]([CH2:2][O:33][C:31]([C:29]3[S:30][C:26]([CH3:25])=[CH:27][CH:28]=3)=[O:32])=[C:12]3[C:7]([NH:8][C:9]([CH3:15])([CH3:14])[C:10](=[O:13])[NH:11]3)=[CH:6][CH:5]=2)[CH:21]=1. The catalyst class is: 35. (3) Reactant: [Cl:1][C:2]1[CH:3]=[C:4]([NH:17][C:18]2[C:19]3[N:26](CCCCl)[CH:25]=[CH:24][C:20]=3[N:21]=[CH:22]N=2)[CH:5]=[CH:6][C:7]=1[O:8][CH2:9][C:10]1[CH:15]=[CH:14][CH:13]=[C:12]([F:16])[CH:11]=1.ClC1C=[C:34](C=CC=1OCC1C=CC=C(F)C=1)[NH2:35].CN1CC[CH2:51][C:50]1=O.C(=O)([O-])O.[Na+]. Product: [Cl:1][C:2]1[CH:3]=[C:4]([N:17]2[CH2:18][C:19]3[CH2:51][CH2:50][N:21]4[CH:22]=[CH:34][N:35]=[C:24]([C:20]=34)[CH:25]=[N:26]2)[CH:5]=[CH:6][C:7]=1[O:8][CH2:9][C:10]1[CH:15]=[CH:14][CH:13]=[C:12]([F:16])[CH:11]=1. The catalyst class is: 6. (4) Reactant: [CH2:1]([N:3]1[CH:7]=[C:6]([C:8]2[CH:13]=[CH:12][N:11]=[C:10]3[NH:14][CH:15]=[CH:16][C:9]=23)[C:5]([C:17]2[CH:23]=[CH:22][C:20]([NH2:21])=[CH:19][CH:18]=2)=[N:4]1)[CH3:2].[N:24]1([C:29](Cl)=[O:30])[CH2:28][CH2:27][CH2:26][CH2:25]1. Product: [CH2:1]([N:3]1[CH:7]=[C:6]([C:8]2[CH:13]=[CH:12][N:11]=[C:10]3[NH:14][CH:15]=[CH:16][C:9]=23)[C:5]([C:17]2[CH:23]=[CH:22][C:20]([NH:21][C:29]([N:24]3[CH2:28][CH2:27][CH2:26][CH2:25]3)=[O:30])=[CH:19][CH:18]=2)=[N:4]1)[CH3:2]. The catalyst class is: 17. (5) Reactant: [OH:1][C:2]1[CH:7]=[CH:6][C:5]([S:8][C:9]([F:12])([F:11])[F:10])=[CH:4][C:3]=1[NH:13][C:14]([NH:16][C:17]1[CH:22]=[CH:21][C:20]([CH3:23])=[CH:19][CH:18]=1)=[O:15].IC.[C:26]([O-])([O-])=O.[K+].[K+]. Product: [CH3:26][O:1][C:2]1[CH:7]=[CH:6][C:5]([S:8][C:9]([F:11])([F:12])[F:10])=[CH:4][C:3]=1[NH:13][C:14]([NH:16][C:17]1[CH:18]=[CH:19][C:20]([CH3:23])=[CH:21][CH:22]=1)=[O:15]. The catalyst class is: 21. (6) Reactant: Br[CH2:2][CH:3]1[CH2:5][CH2:4]1.[OH:6][C:7]1[CH:8]=[CH:9][C:10]2[O:14][C:13]([C:15]3[O:19][N:18]=[C:17]([O:20][CH2:21][C@@H:22]([NH:24][C:25](=[O:31])[O:26][C:27]([CH3:30])([CH3:29])[CH3:28])[CH3:23])[CH:16]=3)=[N:12][C:11]=2[CH:32]=1.C(=O)([O-])[O-].[K+].[K+]. Product: [CH:5]1([CH2:4][O:6][C:7]2[CH:8]=[CH:9][C:10]3[O:14][C:13]([C:15]4[O:19][N:18]=[C:17]([O:20][CH2:21][C@@H:22]([NH:24][C:25](=[O:31])[O:26][C:27]([CH3:29])([CH3:28])[CH3:30])[CH3:23])[CH:16]=4)=[N:12][C:11]=3[CH:32]=2)[CH2:3][CH2:2]1. The catalyst class is: 3. (7) Reactant: [Br:1][C:2]1[CH:11]=[N:10][CH:9]=[C:8]2[C:3]=1[CH:4]=[C:5]([C:12]([OH:14])=O)[CH:6]=[N:7]2.C(N1C=CN=C1)([N:17]1C=CN=C1)=O.[OH-].[NH4+]. Product: [Br:1][C:2]1[CH:11]=[N:10][CH:9]=[C:8]2[C:3]=1[CH:4]=[C:5]([C:12]([NH2:17])=[O:14])[CH:6]=[N:7]2. The catalyst class is: 4.